Dataset: Full USPTO retrosynthesis dataset with 1.9M reactions from patents (1976-2016). Task: Predict the reactants needed to synthesize the given product. (1) Given the product [CH:11]1([CH2:10][O:9][C:4]2[CH:5]=[CH:6][CH:7]=[CH:8][C:3]=2[CH2:2][N:27]2[N:26]=[C:25]([C:23]([NH:22][C:16]3[C:17]([F:21])=[CH:18][CH:19]=[CH:20][C:15]=3[F:14])=[O:24])[CH:29]=[N:28]2)[CH2:13][CH2:12]1, predict the reactants needed to synthesize it. The reactants are: Br[CH2:2][C:3]1[CH:8]=[CH:7][CH:6]=[CH:5][C:4]=1[O:9][CH2:10][CH:11]1[CH2:13][CH2:12]1.[F:14][C:15]1[CH:20]=[CH:19][CH:18]=[C:17]([F:21])[C:16]=1[NH:22][C:23]([C:25]1[N:26]=[N:27][NH:28][CH:29]=1)=[O:24].C(=O)([O-])[O-].[K+].[K+]. (2) The reactants are: [CH:1]1([N:7]2[CH2:15][C:14]3[C:9](=[CH:10][C:11]([N:16]4[CH2:21][CH2:20][NH:19][CH2:18][CH2:17]4)=[CH:12][CH:13]=3)[C:8]2=[O:22])[CH2:6][CH2:5][CH2:4][CH2:3][CH2:2]1.[C:23](O)(=[O:30])[C:24]1[CH:29]=[CH:28][CH:27]=[N:26][CH:25]=1. Given the product [CH:1]1([N:7]2[CH2:15][C:14]3[C:9](=[CH:10][C:11]([N:16]4[CH2:17][CH2:18][N:19]([C:23]([C:24]5[CH:25]=[N:26][CH:27]=[CH:28][CH:29]=5)=[O:30])[CH2:20][CH2:21]4)=[CH:12][CH:13]=3)[C:8]2=[O:22])[CH2:2][CH2:3][CH2:4][CH2:5][CH2:6]1, predict the reactants needed to synthesize it. (3) Given the product [Cl:1][C:2]1[CH:3]=[C:4]([C:8]2[C:9]([O:24][CH3:25])=[N:10][CH:11]=[C:12]([CH2:14][N:15]3[CH:19]=[CH:18][N:17]=[N:16]3)[CH:13]=2)[CH:5]=[CH:6][CH:7]=1, predict the reactants needed to synthesize it. The reactants are: [Cl:1][C:2]1[CH:3]=[C:4]([C:8]2[C:9]([O:24][CH3:25])=[N:10][CH:11]=[C:12]([CH2:14][N:15]3[CH:19]=[C:18]([Si](C)(C)C)[N:17]=[N:16]3)[CH:13]=2)[CH:5]=[CH:6][CH:7]=1.N(CC1C=C(C2C=CC=C(Cl)C=2)C(OC)=NC=1)=[N+]=[N-].C([Si](C)(C)C)#C.C(N(C(C)C)CC)(C)C. (4) Given the product [C:34]([O:37][C:38](=[O:39])[N:28]([CH2:27][CH2:26][C:11]1[CH:12]=[C:13]([NH:18][CH2:19][C:20]2[CH:21]=[CH:22][CH:23]=[CH:24][CH:25]=2)[C:14]([N+:15]([O-:17])=[O:16])=[C:9]([NH:8][CH2:1][C:2]2[CH:7]=[CH:6][CH:5]=[CH:4][CH:3]=2)[N:10]=1)[CH2:29][CH2:30][O:31][CH3:32])([CH3:36])([CH3:35])[CH3:33], predict the reactants needed to synthesize it. The reactants are: [CH2:1]([NH:8][C:9]1[C:14]([N+:15]([O-:17])=[O:16])=[C:13]([NH:18][CH2:19][C:20]2[CH:25]=[CH:24][CH:23]=[CH:22][CH:21]=2)[CH:12]=[C:11]([CH2:26][CH2:27][NH:28][CH2:29][CH2:30][O:31][CH3:32])[N:10]=1)[C:2]1[CH:7]=[CH:6][CH:5]=[CH:4][CH:3]=1.[CH3:33][C:34]([O:37][C:38](O[C:38]([O:37][C:34]([CH3:36])([CH3:35])[CH3:33])=[O:39])=[O:39])([CH3:36])[CH3:35].